This data is from Peptide-MHC class I binding affinity with 185,985 pairs from IEDB/IMGT. The task is: Regression. Given a peptide amino acid sequence and an MHC pseudo amino acid sequence, predict their binding affinity value. This is MHC class I binding data. (1) The peptide sequence is WLSSKGLACY. The MHC is HLA-A03:01 with pseudo-sequence HLA-A03:01. The binding affinity (normalized) is 0.442. (2) The peptide sequence is YTAFTIPSI. The MHC is HLA-A02:03 with pseudo-sequence HLA-A02:03. The binding affinity (normalized) is 0.811. (3) The peptide sequence is GTIIVHPNK. The MHC is HLA-B27:03 with pseudo-sequence HLA-B27:03. The binding affinity (normalized) is 0.0847. (4) The peptide sequence is KEKGGLEGL. The MHC is HLA-A29:02 with pseudo-sequence HLA-A29:02. The binding affinity (normalized) is 0. (5) The peptide sequence is LTGTFVTAF. The MHC is HLA-A32:01 with pseudo-sequence HLA-A32:01. The binding affinity (normalized) is 0.799. (6) The peptide sequence is YLSKEDRIIT. The MHC is HLA-A02:02 with pseudo-sequence HLA-A02:02. The binding affinity (normalized) is 0.337.